Dataset: Catalyst prediction with 721,799 reactions and 888 catalyst types from USPTO. Task: Predict which catalyst facilitates the given reaction. (1) Reactant: [CH3:1][C:2]([C:6]1[CH:10]=[C:9]([NH2:11])[N:8]([C:12]2[CH:17]=[CH:16][C:15]([CH3:18])=[CH:14][CH:13]=2)[N:7]=1)([C:4]#[CH:5])[CH3:3].[C:19]1([NH:25][C:26]2[CH:31]=[C:30]([O:32][C:33]3[C:42]4[C:37](=[CH:38][CH:39]=[CH:40][CH:41]=4)[C:36]([NH:43][C:44](=O)[O:45]C4C=CC=CC=4)=[CH:35][CH:34]=3)[CH:29]=[CH:28][N:27]=2)[CH:24]=[CH:23][CH:22]=[CH:21][CH:20]=1. Product: [CH3:3][C:2]([C:6]1[CH:10]=[C:9]([NH:11][C:44]([NH:43][C:36]2[C:37]3[C:42](=[CH:41][CH:40]=[CH:39][CH:38]=3)[C:33]([O:32][C:30]3[CH:29]=[CH:28][N:27]=[C:26]([NH:25][C:19]4[CH:24]=[CH:23][CH:22]=[CH:21][CH:20]=4)[CH:31]=3)=[CH:34][CH:35]=2)=[O:45])[N:8]([C:12]2[CH:13]=[CH:14][C:15]([CH3:18])=[CH:16][CH:17]=2)[N:7]=1)([C:4]#[CH:5])[CH3:1]. The catalyst class is: 251. (2) Reactant: [Cl:1][CH2:2][CH2:3][CH2:4][O:5][C:6]1[CH:11]=[CH:10][C:9]([C:12]2[S:13][C:14]3[CH2:20][CH2:19][CH:18](C(O)=O)[CH2:17][C:15]=3[N:16]=2)=[CH:8][CH:7]=1.C([N:26]([CH2:29]C)CC)C.C1(P(N=[N+]=[N-])(C2C=CC=CC=2)=[O:38])C=CC=CC=1.[CH2:48]([OH:55])[C:49]1[CH:54]=[CH:53][CH:52]=[CH:51][CH:50]=1. Product: [Cl:1][CH2:2][CH2:3][CH2:4][O:5][C:6]1[CH:7]=[CH:8][C:9]([C:12]2[S:13][C:14]3[CH2:20][CH2:19][CH:18]([NH:26][C:29](=[O:38])[O:55][CH2:48][C:49]4[CH:54]=[CH:53][CH:52]=[CH:51][CH:50]=4)[CH2:17][C:15]=3[N:16]=2)=[CH:10][CH:11]=1. The catalyst class is: 11. (3) Reactant: [C:1]([C:3]1[CH:8]=[CH:7][C:6]([N:9]2[C:13]([C:14]3[CH:19]=[CH:18][C:17]([CH3:20])=[CH:16][CH:15]=3)=[CH:12][C:11]([NH:21][C:22](=[O:28])[O:23][C:24]([CH3:27])([CH3:26])[CH3:25])=[N:10]2)=[CH:5][CH:4]=1)#[N:2].Cl[CH2:30][CH:31]1[C@@H:36]2[C@H:32]1[CH2:33][N:34]([C:37]([O:39][C:40]([CH3:43])([CH3:42])[CH3:41])=[O:38])[CH2:35]2.C([O-])([O-])=O.[Cs+].[Cs+]. Product: [C:1]([C:3]1[CH:4]=[CH:5][C:6]([N:9]2[C:13]([C:14]3[CH:19]=[CH:18][C:17]([CH3:20])=[CH:16][CH:15]=3)=[CH:12][C:11]([N:21]([CH2:30][CH:31]3[C@@H:32]4[C@H:36]3[CH2:35][N:34]([C:37]([O:39][C:40]([CH3:41])([CH3:43])[CH3:42])=[O:38])[CH2:33]4)[C:22]([O:23][C:24]([CH3:25])([CH3:27])[CH3:26])=[O:28])=[N:10]2)=[CH:7][CH:8]=1)#[N:2]. The catalyst class is: 3. (4) Reactant: [OH-].[K+].[CH2:3]([C:10]([CH2:21][S:22][CH3:23])([C:16]([O:18]CC)=[O:17])[C:11]([O:13]CC)=[O:12])[C:4]1[CH:9]=[CH:8][CH:7]=[CH:6][CH:5]=1.CO.Cl. Product: [CH2:3]([C:10]([CH2:21][S:22][CH3:23])([C:11]([OH:13])=[O:12])[C:16]([OH:18])=[O:17])[C:4]1[CH:5]=[CH:6][CH:7]=[CH:8][CH:9]=1. The catalyst class is: 6. (5) Reactant: [CH3:1][C:2]1[C:6]([C:7]2[CH:8]=[C:9]3[C:13](=[CH:14][CH:15]=2)[NH:12][C:11](=[O:16])[C:10]3([N:23]2[CH2:28][CH2:27][N:26](C(OC(C)(C)C)=O)[CH2:25][CH2:24]2)[C:17]2[CH:22]=[CH:21][CH:20]=[CH:19][CH:18]=2)=[C:5]([CH3:36])[O:4][N:3]=1.C(O)(C(F)(F)F)=O.C([O-])(O)=O.[Na+]. Product: [CH3:1][C:2]1[C:6]([C:7]2[CH:8]=[C:9]3[C:13](=[CH:14][CH:15]=2)[NH:12][C:11](=[O:16])[C:10]3([C:17]2[CH:18]=[CH:19][CH:20]=[CH:21][CH:22]=2)[N:23]2[CH2:28][CH2:27][NH:26][CH2:25][CH2:24]2)=[C:5]([CH3:36])[O:4][N:3]=1. The catalyst class is: 34. (6) Reactant: [C:1]1([CH3:11])[CH:6]=[CH:5][C:4]([S:7](Cl)(=[O:9])=[O:8])=[CH:3][CH:2]=1.[OH:12][C@@H:13]([C:16]1[CH:17]=[C:18]([CH2:24][CH2:25][C:26]([O:28][CH2:29][CH3:30])=[O:27])[CH:19]=[C:20]([F:23])[C:21]=1[F:22])[CH2:14][OH:15]. Product: [F:23][C:20]1[CH:19]=[C:18]([CH2:24][CH2:25][C:26]([O:28][CH2:29][CH3:30])=[O:27])[CH:17]=[C:16]([C@H:13]([OH:12])[CH2:14][O:15][S:7]([C:4]2[CH:5]=[CH:6][C:1]([CH3:11])=[CH:2][CH:3]=2)(=[O:9])=[O:8])[C:21]=1[F:22]. The catalyst class is: 17. (7) Reactant: [Br:1][C:2]1[CH:10]=[CH:9][C:5]([C:6](O)=[O:7])=[CH:4][C:3]=1[F:11].CCN=C=NCCCN(C)C.Cl.[CH3:24][NH:25][O:26][CH3:27]. Product: [Br:1][C:2]1[CH:10]=[CH:9][C:5]([C:6]([N:25]([O:26][CH3:27])[CH3:24])=[O:7])=[CH:4][C:3]=1[F:11]. The catalyst class is: 4. (8) Reactant: Cl[C:2]1[N:3]=[N+:4]([O-:15])[C:5]2[CH:14]=[C:13]3[C:9]([CH2:10][CH2:11][CH2:12]3)=[CH:8][C:6]=2[N:7]=1.CCN(CC)CC.[CH3:23][O:24][CH:25]1[CH2:28][N:27]([CH2:29][CH2:30][NH2:31])[CH2:26]1. Product: [CH3:23][O:24][CH:25]1[CH2:28][N:27]([CH2:29][CH2:30][NH:31][C:2]2[N:3]=[N+:4]([O-:15])[C:5]3[CH:14]=[C:13]4[C:9]([CH2:10][CH2:11][CH2:12]4)=[CH:8][C:6]=3[N:7]=2)[CH2:26]1. The catalyst class is: 57.